From a dataset of Forward reaction prediction with 1.9M reactions from USPTO patents (1976-2016). Predict the product of the given reaction. (1) Given the reactants [CH2:1]([NH:6][C:7]([C:9]1[N:10]=[N:11][C:12](Cl)=[CH:13][CH:14]=1)=[O:8])[CH2:2][CH2:3][CH2:4][CH3:5].[N:16]1([C:22]([C:24]2[CH:29]=[C:28]([F:30])[CH:27]=[CH:26][C:25]=2[C:31]([F:34])([F:33])[F:32])=[O:23])[CH2:21][CH2:20][NH:19][CH2:18][CH2:17]1, predict the reaction product. The product is: [CH2:1]([NH:6][C:7]([C:9]1[N:10]=[N:11][C:12]([N:19]2[CH2:20][CH2:21][N:16]([C:22](=[O:23])[C:24]3[CH:29]=[C:28]([F:30])[CH:27]=[CH:26][C:25]=3[C:31]([F:34])([F:33])[F:32])[CH2:17][CH2:18]2)=[CH:13][CH:14]=1)=[O:8])[CH2:2][CH2:3][CH2:4][CH3:5]. (2) Given the reactants [C:1]1([C:7]2[O:8][C:9]([CH2:22][CH2:23][CH3:24])=[C:10]([CH2:12][O:13][C:14]3[CH:19]=[CH:18][C:17]([CH2:20][OH:21])=[CH:16][CH:15]=3)[N:11]=2)[CH:6]=[CH:5][CH:4]=[CH:3][CH:2]=1.O[C:26]1[CH:31]=[CH:30][CH:29]=[CH:28][C:27]=1[CH2:32][C:33]([O:35][CH3:36])=[O:34].C1(P(C2C=CC=CC=2)C2C=CC=CC=2)C=CC=CC=1.N(C(OCC)=O)=NC(OCC)=O, predict the reaction product. The product is: [C:1]1([C:7]2[O:8][C:9]([CH2:22][CH2:23][CH3:24])=[C:10]([CH2:12][O:13][C:14]3[CH:15]=[CH:16][C:17]([CH2:20][O:21][C:26]4[CH:31]=[CH:30][CH:29]=[CH:28][C:27]=4[CH2:32][C:33]([O:35][CH3:36])=[O:34])=[CH:18][CH:19]=3)[N:11]=2)[CH:2]=[CH:3][CH:4]=[CH:5][CH:6]=1. (3) The product is: [CH2:21]([NH:20][C:13]1[CH:14]=[C:15]([Cl:19])[CH:16]=[C:17]2[C:12]=1[NH:11][C:10]([C@H:2]([NH:1][C:42]([NH:41][C:40]([O:39][C:35]([CH3:38])([CH3:37])[CH3:36])=[O:56])=[N:48][C:49]([O:51][C:52]([CH3:55])([CH3:54])[CH3:53])=[O:50])[CH2:3][C:4]1[CH:5]=[CH:6][CH:7]=[CH:8][CH:9]=1)=[CH:18]2)[C:22]1[CH:27]=[CH:26][CH:25]=[CH:24][CH:23]=1. Given the reactants [NH2:1][C@@H:2]([C:10]1[NH:11][C:12]2[C:17]([CH:18]=1)=[CH:16][C:15]([Cl:19])=[CH:14][C:13]=2[NH:20][CH2:21][C:22]1[CH:27]=[CH:26][CH:25]=[CH:24][CH:23]=1)[CH2:3][C:4]1[CH:9]=[CH:8][CH:7]=[CH:6][CH:5]=1.C(N(CC)CC)C.[C:35]([O:39][C:40](=[O:56])[NH:41]/[C:42](=[N:48]\[C:49]([O:51][C:52]([CH3:55])([CH3:54])[CH3:53])=[O:50])/N1C=CC=N1)([CH3:38])([CH3:37])[CH3:36], predict the reaction product. (4) Given the reactants [O:1]1[CH2:5][CH2:4][O:3][CH:2]1[C:6]1[CH:11]=[CH:10][C:9]([C:12]2[C:21]([C:22]3[CH:27]=[CH:26][CH:25]=[CH:24][CH:23]=3)=[CH:20][C:19]3[C:14](=[CH:15][CH:16]=[N:17][C:18]=3[NH:28][NH2:29])[N:13]=2)=[CH:8][CH:7]=1.[NH:30]1[CH:34]=[C:33]([C:35](O)=O)[N:32]=[CH:31]1.C1C=CC2N(O)N=NC=2C=1.CCN(C(C)C)C(C)C.C(Cl)CCl, predict the reaction product. The product is: [O:3]1[CH2:4][CH2:5][O:1][CH:2]1[C:6]1[CH:11]=[CH:10][C:9]([C:12]2[C:21]([C:22]3[CH:27]=[CH:26][CH:25]=[CH:24][CH:23]=3)=[CH:20][C:19]3[C:18]4=[N:28][N:29]=[C:35]([C:33]5[N:32]=[CH:31][NH:30][CH:34]=5)[N:17]4[CH:16]=[CH:15][C:14]=3[N:13]=2)=[CH:8][CH:7]=1. (5) Given the reactants Br[C:2]1[S:3][CH:4]=[C:5]([CH3:7])[N:6]=1.CC1(C)C(C)(C)OB(B2OC(C)(C)C(C)(C)O2)O1.C([O-])(=O)C.[K+].[Br:31][C:32]1[N:37]=[C:36]2[C:38](I)=[C:39]([C:49]3[CH:54]=[CH:53][N:52]=[C:51]([NH:55][C:56](=[O:58])[CH3:57])[CH:50]=3)[N:40]([CH2:41][O:42][CH2:43][CH2:44][Si:45]([CH3:48])([CH3:47])[CH3:46])[C:35]2=[C:34]([C:60]#[N:61])[CH:33]=1.P([O-])([O-])([O-])=O.[K+].[K+].[K+], predict the reaction product. The product is: [Br:31][C:32]1[N:37]=[C:36]2[C:38]([C:2]3[S:3][CH:4]=[C:5]([CH3:7])[N:6]=3)=[C:39]([C:49]3[CH:54]=[CH:53][N:52]=[C:51]([NH:55][C:56](=[O:58])[CH3:57])[CH:50]=3)[N:40]([CH2:41][O:42][CH2:43][CH2:44][Si:45]([CH3:46])([CH3:48])[CH3:47])[C:35]2=[C:34]([C:60]#[N:61])[CH:33]=1. (6) The product is: [F:18][C:15]1[CH:14]=[CH:13][C:12]([CH2:11][CH:9]2[O:8][N:7]=[C:6]([CH2:4][OH:3])[CH2:10]2)=[CH:17][CH:16]=1. Given the reactants C([O:3][C:4]([C:6]1[CH2:10][CH:9]([CH2:11][C:12]2[CH:17]=[CH:16][C:15]([F:18])=[CH:14][CH:13]=2)[O:8][N:7]=1)=O)C.[BH4-].[Na+].O, predict the reaction product. (7) The product is: [CH3:1][O:2][C:3](=[O:29])[CH2:4][O:5][C:6]1[CH:11]=[CH:10][C:9]([S:12]([NH:13][C:14]2[CH:15]=[CH:16][C:17]([N:20]3[CH2:21][CH2:22][CH:23]([NH:30][CH2:31][C@H:32]([OH:33])[C:34]4[CH:35]=[CH:36][C:37]([OH:45])=[C:38]([NH:40][S:41]([CH3:44])(=[O:43])=[O:42])[CH:39]=4)[CH2:24][CH2:25]3)=[CH:18][CH:19]=2)(=[O:28])=[O:27])=[CH:8][CH:7]=1. Given the reactants [CH3:1][O:2][C:3](=[O:29])[CH2:4][O:5][C:6]1[CH:11]=[CH:10][C:9]([S:12](=[O:28])(=[O:27])[NH:13][C:14]2[CH:19]=[CH:18][C:17]([N:20]3[CH2:25][CH2:24][C:23](=O)[CH2:22][CH2:21]3)=[CH:16][CH:15]=2)=[CH:8][CH:7]=1.[NH2:30][CH2:31][C@@H:32]([C:34]1[CH:35]=[CH:36][C:37]([OH:45])=[C:38]([NH:40][S:41]([CH3:44])(=[O:43])=[O:42])[CH:39]=1)[OH:33], predict the reaction product.